From a dataset of Cav3 T-type calcium channel HTS with 100,875 compounds. Binary Classification. Given a drug SMILES string, predict its activity (active/inactive) in a high-throughput screening assay against a specified biological target. (1) The compound is S(=O)(=O)(N1CCCC1)c1ccc(cc1)C(=O)Nc1ccc(cc1)C. The result is 0 (inactive). (2) The compound is OC(=O)c1c(N\N=C2\C=CC(=O)C=C2)cccc1. The result is 0 (inactive). (3) The compound is S(C(CC)C)c1nc2n([nH]cc2c(=O)n1)c1ccc(cc1)C. The result is 0 (inactive).